Dataset: Catalyst prediction with 721,799 reactions and 888 catalyst types from USPTO. Task: Predict which catalyst facilitates the given reaction. (1) Reactant: [Cl:1][C:2]1[CH:8]=[CH:7][C:5]([NH2:6])=[CH:4][C:3]=1[C:9]([F:12])([F:11])[F:10].C1C=CC=CC=1.[O:19]=[C:20](Cl)OC(Cl)(Cl)Cl. Product: [Cl:1][C:2]1[CH:8]=[CH:7][C:5]([N:6]=[C:20]=[O:19])=[CH:4][C:3]=1[C:9]([F:10])([F:11])[F:12]. The catalyst class is: 11. (2) Reactant: [CH2:1]([N:3]1[C:7]([CH:8]=[O:9])=[CH:6][C:5]([C:10]2[CH:15]=[CH:14][C:13]([O:16][C:17]([F:20])([F:19])[F:18])=[CH:12][CH:11]=2)=[N:4]1)[CH3:2].O1CCCC1.[CH2:26]([Mg]Br)[CH:27]([CH3:29])[CH3:28]. Product: [CH2:1]([N:3]1[C:7]([CH:8]([OH:9])[CH2:26][CH:27]([CH3:29])[CH3:28])=[CH:6][C:5]([C:10]2[CH:11]=[CH:12][C:13]([O:16][C:17]([F:18])([F:20])[F:19])=[CH:14][CH:15]=2)=[N:4]1)[CH3:2]. The catalyst class is: 7. (3) The catalyst class is: 6. Reactant: Cl[C:2]1[N:10]=[C:9]2[C:5]([N:6]=[CH:7][N:8]2[CH:11]2[CH2:16][CH2:15][CH2:14][CH2:13][O:12]2)=[C:4]([NH2:17])[N:3]=1. Product: [CH2:11]([O:12][C:2]1[N:10]=[C:9]2[C:5]([N:6]=[CH:7][N:8]2[CH:11]2[CH2:16][CH2:15][CH2:14][CH2:13][O:12]2)=[C:4]([NH2:17])[N:3]=1)[CH2:16][CH2:15][CH3:14]. (4) Reactant: [F:1][C:2]1[CH:7]=[C:6]([NH:8][C:9](=[O:13])[CH:10]([CH3:12])[CH3:11])[CH:5]=[CH:4][C:3]=1[N:14]1[CH2:18][CH2:17][C@H:16]([NH:19]C(=O)OC(C)(C)C)[C:15]1=[O:27].C(Cl)(=O)C. Product: [NH2:19][C@H:16]1[CH2:17][CH2:18][N:14]([C:3]2[CH:4]=[CH:5][C:6]([NH:8][C:9](=[O:13])[CH:10]([CH3:11])[CH3:12])=[CH:7][C:2]=2[F:1])[C:15]1=[O:27]. The catalyst class is: 5. (5) Product: [F:1][C:2]1[CH:7]=[C:6]([I:8])[CH:5]=[CH:4][C:3]=1[NH:9][C:10]1[C:11]([NH:21][S:22]([CH:25]2[CH2:28][CH:27]([OH:29])[CH2:26]2)(=[O:23])=[O:24])=[C:12]2[NH:20][CH2:19][CH2:18][N:13]2[C:14](=[O:17])[C:15]=1[CH3:16]. The catalyst class is: 2. Reactant: [F:1][C:2]1[CH:7]=[C:6]([I:8])[CH:5]=[CH:4][C:3]=1[NH:9][C:10]1[C:11]([NH:21][S:22]([CH:25]2[CH2:28][CH:27]([O:29]CC3C=CC=CC=3)[CH2:26]2)(=[O:24])=[O:23])=[C:12]2[NH:20][CH2:19][CH2:18][N:13]2[C:14](=[O:17])[C:15]=1[CH3:16].B(Cl)(Cl)Cl. (6) Reactant: Cl.Cl.[F:3][C:4]1[CH:9]=[CH:8][C:7]([C:10]2[N:14]=[C:13]([CH:15]3[CH2:20][NH:19][CH2:18][CH2:17][N:16]3[CH3:21])[O:12][N:11]=2)=[CH:6][CH:5]=1.C(N(CC)CC)C.[F:29][C:30]1[CH:38]=[CH:37][C:33]([C:34](Cl)=[O:35])=[CH:32][CH:31]=1.[OH-].[Na+]. Product: [F:29][C:30]1[CH:38]=[CH:37][C:33]([C:34]([N:19]2[CH2:18][CH2:17][N:16]([CH3:21])[CH:15]([C:13]3[O:12][N:11]=[C:10]([C:7]4[CH:8]=[CH:9][C:4]([F:3])=[CH:5][CH:6]=4)[N:14]=3)[CH2:20]2)=[O:35])=[CH:32][CH:31]=1. The catalyst class is: 4. (7) Reactant: O=[O+][O-].[C:4]([NH:7][CH2:8][CH2:9][CH2:10][S:11]([O:14][CH2:15][C:16]([CH3:21])([CH3:20])[CH2:17][CH:18]=C)(=[O:13])=[O:12])(=[O:6])[CH3:5].C(=O)=[O:23].CC(C)=O.CSC. Product: [C:4]([NH:7][CH2:8][CH2:9][CH2:10][S:11]([O:14][CH2:15][C:16]([CH3:21])([CH3:20])[CH2:17][CH:18]=[O:23])(=[O:13])=[O:12])(=[O:6])[CH3:5]. The catalyst class is: 4. (8) Reactant: [CH2:1]([O:8][C:9]1[CH:14]=[CH:13][N:12]([CH2:15][C:16]([O:18][C:19]([CH3:22])([CH3:21])[CH3:20])=[O:17])[C:11](=[O:23])[CH:10]=1)[C:2]1[CH:7]=[CH:6][CH:5]=[CH:4][CH:3]=1.[CH2:24](Br)[C:25]1[CH:30]=[CH:29][CH:28]=[CH:27][CH:26]=1.C[Si](C)(C)[N-][Si](C)(C)C.[Li+].[Cl-].[NH4+]. Product: [CH2:1]([O:8][C:9]1[CH:14]=[CH:13][N:12]([CH:15]([CH2:24][C:25]2[CH:30]=[CH:29][CH:28]=[CH:27][CH:26]=2)[C:16]([O:18][C:19]([CH3:20])([CH3:22])[CH3:21])=[O:17])[C:11](=[O:23])[CH:10]=1)[C:2]1[CH:3]=[CH:4][CH:5]=[CH:6][CH:7]=1. The catalyst class is: 30. (9) Reactant: [CH3:1][O:2][C:3](=[O:27])[C:4]1[CH:9]=[C:8]([CH2:10][CH3:11])[CH:7]=[CH:6][C:5]=1[NH:12][C:13]1[N:17]([C:18]2[CH:23]=[CH:22][CH:21]=[CH:20][C:19]=2[CH3:24])[N:16]=[C:15]([CH3:25])[C:14]=1Br.Cl.[N:29]1[C:38]2[C:33](=[CH:34][C:35](OB(O)O)=[CH:36][CH:37]=2)[N:32]=[CH:31][CH:30]=1.C(=O)([O-])[O-].[Na+].[Na+].O. Product: [CH3:1][O:2][C:3](=[O:27])[C:4]1[CH:9]=[C:8]([CH2:10][CH3:11])[CH:7]=[CH:6][C:5]=1[NH:12][C:13]1[N:17]([C:18]2[CH:23]=[CH:22][CH:21]=[CH:20][C:19]=2[CH3:24])[N:16]=[C:15]([CH3:25])[C:14]=1[C:36]1[CH:37]=[C:38]2[C:33](=[CH:34][CH:35]=1)[N:32]=[CH:31][CH:30]=[N:29]2. The catalyst class is: 427. (10) Reactant: [N+:1]([C:4]1[CH:26]=[C:25]([C:27](=[O:35])[NH:28][CH2:29][CH:30]2[CH2:34][CH2:33][CH2:32][O:31]2)[CH:24]=[CH:23][C:5]=1[CH2:6][N:7]([CH2:15][CH2:16][C:17]1[CH:22]=[CH:21][CH:20]=[CH:19][N:18]=1)[C:8](=[O:14])[O:9][C:10]([CH3:13])([CH3:12])[CH3:11])([O-])=O.O.O.Cl[Sn]Cl. Product: [NH2:1][C:4]1[CH:26]=[C:25]([C:27](=[O:35])[NH:28][CH2:29][CH:30]2[CH2:34][CH2:33][CH2:32][O:31]2)[CH:24]=[CH:23][C:5]=1[CH2:6][N:7]([CH2:15][CH2:16][C:17]1[CH:22]=[CH:21][CH:20]=[CH:19][N:18]=1)[C:8](=[O:14])[O:9][C:10]([CH3:12])([CH3:13])[CH3:11]. The catalyst class is: 8.